From a dataset of Catalyst prediction with 721,799 reactions and 888 catalyst types from USPTO. Predict which catalyst facilitates the given reaction. (1) Product: [CH2:1]([O:8][C:9]1[CH:13]=[C:12]([C:14]([F:15])([F:16])[F:17])[S:11][C:10]=1[C:18]([OH:20])=[O:19])[C:2]1[CH:3]=[CH:4][CH:5]=[CH:6][CH:7]=1. The catalyst class is: 74. Reactant: [CH2:1]([O:8][C:9]1[CH:13]=[C:12]([C:14]([F:17])([F:16])[F:15])[S:11][C:10]=1[C:18]([O:20]C)=[O:19])[C:2]1[CH:7]=[CH:6][CH:5]=[CH:4][CH:3]=1.O1CCCC1.S(=O)(=O)(O)O. (2) Reactant: Br[C:2]1[CH:7]=[CH:6][C:5]([Br:8])=[CH:4][CH:3]=1.[Li]CCCC.[C:14]1(=[O:18])[CH2:17][CH2:16][CH2:15]1.[NH4+].[Cl-]. Product: [Br:8][C:5]1[CH:6]=[CH:7][C:2]([C:14]2([OH:18])[CH2:17][CH2:16][CH2:15]2)=[CH:3][CH:4]=1. The catalyst class is: 1. (3) Reactant: [C:1]([C:3]1([C:9]2[CH:10]=[C:11]([S:15][C:16]3[CH:21]=[CH:20][C:19]([NH:22][C:23](NN)=[O:24])=[CH:18][CH:17]=3)[CH:12]=[CH:13][CH:14]=2)[CH2:8][CH2:7][O:6][CH2:5][CH2:4]1)#[N:2].Cl.[C:28]([NH2:31])(=[NH:30])[CH3:29].C(OCC)(=O)C. Product: [CH3:29][C:28]1[NH:31][C:23](=[O:24])[N:22]([C:19]2[CH:20]=[CH:21][C:16]([S:15][C:11]3[CH:10]=[C:9]([C:3]4([C:1]#[N:2])[CH2:8][CH2:7][O:6][CH2:5][CH2:4]4)[CH:14]=[CH:13][CH:12]=3)=[CH:17][CH:18]=2)[N:30]=1. The catalyst class is: 81. (4) Reactant: [CH2:1]([O:8][C:9]1[CH:10]=[C:11]([CH2:24][C:25]([OH:27])=O)[CH:12]=[CH:13][C:14]=1[CH2:15][C:16]1[CH:21]=[CH:20][C:19]([CH2:22][CH3:23])=[CH:18][CH:17]=1)[C:2]1[CH:7]=[CH:6][CH:5]=[CH:4][CH:3]=1.C(OC(=O)OC(C)(C)C)(C)(C)C.C(=O)([O-])O.[NH4+:44].Cl. Product: [CH2:1]([O:8][C:9]1[CH:10]=[C:11]([CH2:24][C:25]([NH2:44])=[O:27])[CH:12]=[CH:13][C:14]=1[CH2:15][C:16]1[CH:21]=[CH:20][C:19]([CH2:22][CH3:23])=[CH:18][CH:17]=1)[C:2]1[CH:7]=[CH:6][CH:5]=[CH:4][CH:3]=1. The catalyst class is: 860. (5) Reactant: COC1C=CC([CH2:7][C:8]([O:13][C:14](=[O:30])[C@H:15]([CH:27]([CH3:29])[CH3:28])[NH:16][C:17]([O:19][CH2:20][C:21]2[CH:26]=[CH:25][CH:24]=[CH:23][CH:22]=2)=[O:18])(C)[C:9]([O-:11])=[O:10])=CC=1.FC(F)(F)C(O)=O. Product: [C:17]([NH:16][C@H:15]([C:14]([O:13][CH:8]([CH3:7])[C:9]([OH:11])=[O:10])=[O:30])[CH:27]([CH3:28])[CH3:29])([O:19][CH2:20][C:21]1[CH:26]=[CH:25][CH:24]=[CH:23][CH:22]=1)=[O:18]. The catalyst class is: 4. (6) Reactant: Cl.[Cl:2][C:3]1[CH:26]=[CH:25][C:6]([C:7]([NH:9][C:10]2[N:14]([CH:15]3[CH2:20][CH2:19][NH:18][CH2:17][CH2:16]3)[C:13]3[CH:21]=[CH:22][CH:23]=[CH:24][C:12]=3[N:11]=2)=[O:8])=[CH:5][CH:4]=1.[C:27](Cl)(=[O:30])[CH:28]=[CH2:29].C(Cl)Cl.CO. Product: [C:27]([N:18]1[CH2:19][CH2:20][CH:15]([N:14]2[C:13]3[CH:21]=[CH:22][CH:23]=[CH:24][C:12]=3[N:11]=[C:10]2[NH:9][C:7](=[O:8])[C:6]2[CH:5]=[CH:4][C:3]([Cl:2])=[CH:26][CH:25]=2)[CH2:16][CH2:17]1)(=[O:30])[CH:28]=[CH2:29]. The catalyst class is: 1. (7) Reactant: [Si:1]([O:8][CH2:9][C:10]1[S:11][CH:12]=[C:13]([C:15]2[CH:20]=[CH:19][C:18]([C:21]([F:24])([F:23])[F:22])=[CH:17][CH:16]=2)[N:14]=1)([C:4]([CH3:7])([CH3:6])[CH3:5])([CH3:3])[CH3:2].[Br:25]Br.S([O-])([O-])(=O)=S.[Na+].[Na+]. Product: [Br:25][C:12]1[S:11][C:10]([CH2:9][O:8][Si:1]([C:4]([CH3:7])([CH3:5])[CH3:6])([CH3:3])[CH3:2])=[N:14][C:13]=1[C:15]1[CH:16]=[CH:17][C:18]([C:21]([F:22])([F:23])[F:24])=[CH:19][CH:20]=1. The catalyst class is: 13.